Predict the product of the given reaction. From a dataset of Forward reaction prediction with 1.9M reactions from USPTO patents (1976-2016). (1) The product is: [CH:18]1[C:19]2[C:20](=[CH:23][CH:24]=[CH:25][CH:26]=2)[CH:21]=[CH:12][N:17]=1. Given the reactants NCCC1C=CC(O)=C(O)C=1.[C:12]([N:17]1[C:21](=O)[C:20]2=[CH:23][CH:24]=[CH:25][CH:26]=[C:19]2[C:18]1=O)(OCC)=O.[Cl-].[Cl-].[Ca+2], predict the reaction product. (2) Given the reactants [S:1]1[CH:5]=[CH:4][CH:3]=[C:2]1[C:6]([NH:8][CH2:9][C:10]([OH:12])=[O:11])=O.[CH3:13][O:14][C:15]1[N:20]=[CH:19][C:18]([CH:21]=O)=[CH:17][CH:16]=1.C([O-])(=O)C.[Na+].C(OC(=O)C)(=O)C, predict the reaction product. The product is: [CH3:13][O:14][C:15]1[N:20]=[CH:19][C:18]([CH:21]=[C:9]2[C:10](=[O:11])[O:12][C:6]([C:2]3[S:1][CH:5]=[CH:4][CH:3]=3)=[N:8]2)=[CH:17][CH:16]=1. (3) Given the reactants [OH:1][C:2]1[CH:3]=[C:4]([C:10]2[CH:15]=[CH:14][CH:13]=[C:12]([CH2:16][C:17]([O:19][CH3:20])=[O:18])[CH:11]=2)[CH:5]=[CH:6][C:7]=1[O:8][CH3:9].[F-].[Cs+].C(=O)([O-])[O-].[K+].[K+].[C:29]([O:32][CH2:33][CH3:34])(=O)C, predict the reaction product. The product is: [CH3:9][O:8][C:7]1[CH:6]=[CH:5][C:4]([C:10]2[CH:15]=[CH:14][CH:13]=[C:12]([CH2:16][C:17]([O:19][CH3:20])=[O:18])[CH:11]=2)=[CH:3][C:2]=1[O:1][CH2:34][CH:33]1[CH2:29][O:32]1. (4) Given the reactants [N+]([O-])([O-])=[O:2].[Cr+3:5].[N+]([O-])([O-])=O.[N+]([O-])([O-])=O.P([O-])([O-])([O-])=O.[Cr+3].[Cl-].[Cr+3].[Cl-].[Cl-].[Cr:24](O[Cr]([O-])(=O)=O)([O-])(=O)=O.[Na+:33].[Na+].[S:35](=[O:39])(=[O:38])([OH:37])[OH:36], predict the reaction product. The product is: [S:35]([O-:39])([O-:38])(=[O:37])=[O:36].[Cr+3:24].[S:35]([O-:39])([O-:38])(=[O:37])=[O:36].[S:35]([O-:39])([O-:38])(=[O:37])=[O:36].[Cr+3:5].[OH-:2].[Na+:33]. (5) The product is: [C:1]([O:5][C:6](=[O:20])[NH:7][C:8]([C:13]1[CH:18]=[CH:17][CH:16]=[CH:15][C:14]=1[F:19])([C:9]([F:10])([F:11])[F:12])[CH2:23][CH:22]=[CH2:21])([CH3:4])([CH3:2])[CH3:3]. Given the reactants [C:1]([O:5][C:6](=[O:20])/[N:7]=[C:8](/[C:13]1[CH:18]=[CH:17][CH:16]=[CH:15][C:14]=1[F:19])\[C:9]([F:12])([F:11])[F:10])([CH3:4])([CH3:3])[CH3:2].[CH2:21]([Mg]Cl)[CH:22]=[CH2:23].C1COCC1, predict the reaction product. (6) Given the reactants [CH2:1]([O:8][C:9]([N:11]1[CH2:15][CH2:14][CH:13]([OH:16])[CH2:12]1)=[O:10])[C:2]1[CH:7]=[CH:6][CH:5]=[CH:4][CH:3]=1, predict the reaction product. The product is: [CH2:1]([O:8][C:9]([N:11]1[CH2:15][CH2:14][C@@H:13]([OH:16])[CH2:12]1)=[O:10])[C:2]1[CH:7]=[CH:6][CH:5]=[CH:4][CH:3]=1. (7) Given the reactants Br[C:2]1[CH:32]=[C:31]([F:33])[C:5]([CH2:6][N:7]2[C:15]3[C:10](=[CH:11][CH:12]=[CH:13][CH:14]=3)[C:9]([C:16]3[N:21]=[C:20]([NH:22][C:23]4[CH:28]=[CH:27][N:26]=[CH:25][CH:24]=4)[C:19]([O:29][CH3:30])=[CH:18][N:17]=3)=[N:8]2)=[C:4]([F:34])[CH:3]=1.C([Sn](CCCC)(CCCC)[C:40]([O:42][CH2:43][CH3:44])=[CH2:41])CCC.CN1CCCC1=O, predict the reaction product. The product is: [CH2:43]([O:42][C:40]([C:2]1[CH:3]=[C:4]([F:34])[C:5]([CH2:6][N:7]2[C:15]3[C:10](=[CH:11][CH:12]=[CH:13][CH:14]=3)[C:9]([C:16]3[N:21]=[C:20]([NH:22][C:23]4[CH:24]=[CH:25][N:26]=[CH:27][CH:28]=4)[C:19]([O:29][CH3:30])=[CH:18][N:17]=3)=[N:8]2)=[C:31]([F:33])[CH:32]=1)=[CH2:41])[CH3:44].